The task is: Predict the reactants needed to synthesize the given product.. This data is from Full USPTO retrosynthesis dataset with 1.9M reactions from patents (1976-2016). Given the product [F:3][S:4]([CH2:7][CH2:8][O:15][CH2:16][CH2:17][OH:18])(=[O:6])=[O:5], predict the reactants needed to synthesize it. The reactants are: CO.[F:3][S:4]([CH2:7][CH2:8]Cl)(=[O:6])=[O:5].C1COCC1.[OH:15][CH2:16][CH2:17][O:18][Na].